From a dataset of Full USPTO retrosynthesis dataset with 1.9M reactions from patents (1976-2016). Predict the reactants needed to synthesize the given product. (1) Given the product [I:11][C:12]1[CH:20]=[CH:19][C:15]([C:16]([NH:1][C:2]2[S:6][C:5]([S:7](=[O:9])(=[O:8])[NH2:10])=[N:4][N:3]=2)=[O:17])=[CH:14][CH:13]=1, predict the reactants needed to synthesize it. The reactants are: [NH2:1][C:2]1[S:6][C:5]([S:7]([NH2:10])(=[O:9])=[O:8])=[N:4][N:3]=1.[I:11][C:12]1[CH:20]=[CH:19][C:15]([C:16](Cl)=[O:17])=[CH:14][CH:13]=1. (2) Given the product [CH2:31]([NH:33][C:12]1[N:13]=[C:8]([C:5]2[CH:6]=[CH:7][C:2]([F:1])=[CH:3][C:4]=2[CH3:30])[C:9]2[CH:21]=[CH:20][C:19](=[O:22])[N:18]([C:23]3[CH:28]=[CH:27][CH:26]=[CH:25][C:24]=3[F:29])[C:10]=2[N:11]=1)[CH3:32], predict the reactants needed to synthesize it. The reactants are: [F:1][C:2]1[CH:7]=[CH:6][C:5]([C:8]2[C:9]3[CH:21]=[CH:20][C:19](=[O:22])[N:18]([C:23]4[CH:28]=[CH:27][CH:26]=[CH:25][C:24]=4[F:29])[C:10]=3[N:11]=[C:12](S(C)(=O)=O)[N:13]=2)=[C:4]([CH3:30])[CH:3]=1.[CH2:31]([NH2:33])[CH3:32]. (3) Given the product [O:1]1[C:5]2([CH2:15][CH2:14][C:8]3([CH2:12][CH2:11][O:10][CH:9]3[OH:13])[CH2:7][CH2:6]2)[O:4][CH2:3][CH2:2]1, predict the reactants needed to synthesize it. The reactants are: [O:1]1[C:5]2([CH2:15][CH2:14][C:8]3([CH2:12][CH2:11][O:10][C:9]3=[O:13])[CH2:7][CH2:6]2)[O:4][CH2:3][CH2:2]1.CC(C[AlH]CC(C)C)C.C(O)(=O)C.C(Cl)(Cl)Cl.